This data is from NCI-60 drug combinations with 297,098 pairs across 59 cell lines. The task is: Regression. Given two drug SMILES strings and cell line genomic features, predict the synergy score measuring deviation from expected non-interaction effect. (1) Drug 1: C1=NC2=C(N=C(N=C2N1C3C(C(C(O3)CO)O)O)F)N. Drug 2: C1=NC(=NC(=O)N1C2C(C(C(O2)CO)O)O)N. Cell line: SF-268. Synergy scores: CSS=13.5, Synergy_ZIP=-2.87, Synergy_Bliss=-0.480, Synergy_Loewe=-7.14, Synergy_HSA=-2.62. (2) Drug 1: C1=CC(=C2C(=C1NCCNCCO)C(=O)C3=C(C=CC(=C3C2=O)O)O)NCCNCCO. Drug 2: C1CN1P(=S)(N2CC2)N3CC3. Cell line: RXF 393. Synergy scores: CSS=23.6, Synergy_ZIP=-2.87, Synergy_Bliss=1.23, Synergy_Loewe=-16.0, Synergy_HSA=1.75. (3) Drug 1: C1CCC(C1)C(CC#N)N2C=C(C=N2)C3=C4C=CNC4=NC=N3. Drug 2: C1CC(=O)NC(=O)C1N2CC3=C(C2=O)C=CC=C3N. Cell line: EKVX. Synergy scores: CSS=6.67, Synergy_ZIP=-3.12, Synergy_Bliss=-4.32, Synergy_Loewe=-9.84, Synergy_HSA=-1.75. (4) Drug 1: CC1CCC2CC(C(=CC=CC=CC(CC(C(=O)C(C(C(=CC(C(=O)CC(OC(=O)C3CCCCN3C(=O)C(=O)C1(O2)O)C(C)CC4CCC(C(C4)OC)O)C)C)O)OC)C)C)C)OC. Drug 2: C(CC(=O)O)C(=O)CN.Cl. Cell line: SW-620. Synergy scores: CSS=16.6, Synergy_ZIP=-3.39, Synergy_Bliss=2.42, Synergy_Loewe=-89.7, Synergy_HSA=1.14. (5) Drug 1: C(=O)(N)NO. Drug 2: CC1CCCC2(C(O2)CC(NC(=O)CC(C(C(=O)C(C1O)C)(C)C)O)C(=CC3=CSC(=N3)C)C)C. Cell line: HCC-2998. Synergy scores: CSS=57.7, Synergy_ZIP=1.55, Synergy_Bliss=0.688, Synergy_Loewe=-9.93, Synergy_HSA=5.06. (6) Drug 1: C#CCC(CC1=CN=C2C(=N1)C(=NC(=N2)N)N)C3=CC=C(C=C3)C(=O)NC(CCC(=O)O)C(=O)O. Drug 2: C1CN(CCN1C(=O)CCBr)C(=O)CCBr. Cell line: M14. Synergy scores: CSS=17.2, Synergy_ZIP=-5.70, Synergy_Bliss=-1.42, Synergy_Loewe=-19.1, Synergy_HSA=-0.624. (7) Drug 1: COC1=NC(=NC2=C1N=CN2C3C(C(C(O3)CO)O)O)N. Cell line: 786-0. Synergy scores: CSS=3.89, Synergy_ZIP=-1.81, Synergy_Bliss=-0.297, Synergy_Loewe=0.608, Synergy_HSA=0.680. Drug 2: CC(C)NC(=O)C1=CC=C(C=C1)CNNC.Cl. (8) Drug 1: C1=NC2=C(N1)C(=S)N=C(N2)N. Drug 2: COC1=NC(=NC2=C1N=CN2C3C(C(C(O3)CO)O)O)N. Cell line: HT29. Synergy scores: CSS=27.7, Synergy_ZIP=0.737, Synergy_Bliss=2.36, Synergy_Loewe=-20.2, Synergy_HSA=-0.694. (9) Cell line: HOP-92. Drug 2: CC1CCC2CC(C(=CC=CC=CC(CC(C(=O)C(C(C(=CC(C(=O)CC(OC(=O)C3CCCCN3C(=O)C(=O)C1(O2)O)C(C)CC4CCC(C(C4)OC)O)C)C)O)OC)C)C)C)OC. Synergy scores: CSS=5.48, Synergy_ZIP=-0.729, Synergy_Bliss=-0.834, Synergy_Loewe=-9.11, Synergy_HSA=-4.05. Drug 1: CC1=CC=C(C=C1)C2=CC(=NN2C3=CC=C(C=C3)S(=O)(=O)N)C(F)(F)F. (10) Drug 1: CC1=CC=C(C=C1)C2=CC(=NN2C3=CC=C(C=C3)S(=O)(=O)N)C(F)(F)F. Drug 2: C1CN(CCN1C(=O)CCBr)C(=O)CCBr. Cell line: HL-60(TB). Synergy scores: CSS=67.3, Synergy_ZIP=-3.26, Synergy_Bliss=-2.64, Synergy_Loewe=0.400, Synergy_HSA=1.07.